Dataset: Full USPTO retrosynthesis dataset with 1.9M reactions from patents (1976-2016). Task: Predict the reactants needed to synthesize the given product. Given the product [CH3:17][N:18]([CH2:12][C:13]1[C:15]2[C:9](=[CH:21][CH:20]=[CH:19][CH:16]=2)[N:8]([CH3:7])[CH:14]=1)[C:1](=[O:5])[CH:2]=[CH2:3], predict the reactants needed to synthesize it. The reactants are: [C:1]([OH:5])(=O)[CH:2]=[CH2:3].Cl.[CH3:7][N:8]1[CH2:14][C:13]2[CH:15]=[C:16](/[CH:19]=[CH:20]/[C:21](O)=O)[CH:17]=[N:18][C:12]=2NC(=O)[CH2:9]1.CNCC1C2C(=CC=CC=2)N(C)C=1.